From a dataset of Full USPTO retrosynthesis dataset with 1.9M reactions from patents (1976-2016). Predict the reactants needed to synthesize the given product. (1) Given the product [CH3:1][N:2]([CH3:25])[CH2:3][CH2:4][O:44][C:29]1[CH:30]=[CH:31][C:32]([NH:33][C:34]2[S:35][C:36]([C:39]3[CH:43]=[CH:42][S:41][CH:40]=3)=[CH:37][N:38]=2)=[C:27]([CH3:26])[CH:28]=1, predict the reactants needed to synthesize it. The reactants are: [CH3:1][N:2]([CH3:25])[CH2:3][CH2:4]COC1C=CC(C2SC(NC3C=CC=CC=3)=NC=2)=CC=1.[CH3:26][C:27]1[CH:28]=[C:29]([OH:44])[CH:30]=[CH:31][C:32]=1[NH:33][C:34]1[S:35][C:36]([C:39]2[CH:43]=[CH:42][S:41][CH:40]=2)=[CH:37][N:38]=1.Cl.ClCCN(C)C. (2) Given the product [CH2:2]([C:4]1([CH2:17][C:18]([OH:20])=[O:19])[CH2:13][CH2:12][C:11]2[C:6](=[CH:7][CH:8]=[C:9]([OH:14])[CH:10]=2)[C:5]1=[O:16])[CH3:3], predict the reactants needed to synthesize it. The reactants are: Br.[CH2:2]([C:4]1([CH2:17][C:18]([O:20]CC)=[O:19])[CH2:13][CH2:12][C:11]2[C:6](=[CH:7][CH:8]=[C:9]([O:14]C)[CH:10]=2)[C:5]1=[O:16])[CH3:3].